From a dataset of Forward reaction prediction with 1.9M reactions from USPTO patents (1976-2016). Predict the product of the given reaction. (1) Given the reactants C(N(CC)CC)C.[CH3:8][C@@H:9]1[NH:13][CH2:12][C@@H:11]([CH2:14][N:15]2[C:23]3[C:18](=[CH:19][C:20]([C:24]4[CH:25]=[N:26][N:27]([CH:29]5[CH2:34][CH2:33][CH2:32][CH2:31][O:30]5)[CH:28]=4)=[CH:21][CH:22]=3)[CH:17]=[N:16]2)[CH2:10]1.[C:35](Cl)(=[O:44])[CH2:36][CH2:37][C:38]1[CH:43]=[CH:42][CH:41]=[CH:40][CH:39]=1.C(=O)(O)[O-].[Na+], predict the reaction product. The product is: [CH3:8][C@H:9]1[CH2:10][C@H:11]([CH2:14][N:15]2[C:23]3[C:18](=[CH:19][C:20]([C:24]4[CH:25]=[N:26][N:27]([CH:29]5[CH2:34][CH2:33][CH2:32][CH2:31][O:30]5)[CH:28]=4)=[CH:21][CH:22]=3)[CH:17]=[N:16]2)[CH2:12][N:13]1[C:35](=[O:44])[CH2:36][CH2:37][C:38]1[CH:43]=[CH:42][CH:41]=[CH:40][CH:39]=1. (2) Given the reactants [F:1][C:2]([F:33])([F:32])[C:3]1[CH:27]=[C:26]([C:28]([F:31])([F:30])[F:29])[CH:25]=[CH:24][C:4]=1[CH2:5][N:6]1[C:14]2[C:9](=[CH:10][C:11]([CH:15]=[C:16]3[S:20][C:19](SC)=[N:18][C:17]3=[O:23])=[CH:12][CH:13]=2)[CH:8]=[N:7]1.[NH:34]1[CH2:39][CH2:38][NH:37][CH2:36][CH2:35]1, predict the reaction product. The product is: [F:33][C:2]([F:32])([F:1])[C:3]1[CH:27]=[C:26]([C:28]([F:31])([F:29])[F:30])[CH:25]=[CH:24][C:4]=1[CH2:5][N:6]1[C:14]2[C:9](=[CH:10][C:11]([CH:15]=[C:16]3[S:20][C:19]([N:34]4[CH2:39][CH2:38][NH:37][CH2:36][CH2:35]4)=[N:18][C:17]3=[O:23])=[CH:12][CH:13]=2)[CH:8]=[N:7]1. (3) Given the reactants B1[CH:6]2[CH2:7][CH2:8][CH2:9][CH:2]1[CH2:3][CH2:4][CH2:5]2.C([O-])([O-])=[O:11].[K+].[K+].BrC1C=C[C:20]([Br:23])=[CH:19][N:18]=1.C1C[O:27][CH2:26][CH2:25]1, predict the reaction product. The product is: [CH2:26]([O:27][C:2](=[O:11])[CH2:9][CH2:8][CH2:7][CH2:6][C:5]1[CH:4]=[CH:3][C:20]([Br:23])=[CH:19][N:18]=1)[CH3:25]. (4) The product is: [C:1]([C:3]1[C:12]([C:27]2[C:26]([F:25])=[CH:31][C:30]([CH:32]=[O:33])=[CH:29][C:28]=2[F:34])=[C:11]2[C:6]([CH:7]=[CH:8][C:9]([C:21]([O:23][CH3:24])=[O:22])=[CH:10]2)=[CH:5][CH:4]=1)#[N:2]. Given the reactants [C:1]([C:3]1[C:12](OS(C(F)(F)F)(=O)=O)=[C:11]2[C:6]([CH:7]=[CH:8][C:9]([C:21]([O:23][CH3:24])=[O:22])=[CH:10]2)=[CH:5][CH:4]=1)#[N:2].[F:25][C:26]1[CH:31]=[C:30]([CH:32]=[O:33])[CH:29]=[C:28]([F:34])[C:27]=1B1OC(C)(C)C(C)(C)O1.[O-]P(OP(OP([O-])([O-])=O)([O-])=O)(=O)[O-].[K+].[K+].[K+].[K+].[K+].C1(P(C2CCCCC2)C2C=CC=CC=2C2C(C(C)C)=CC(C(C)C)=CC=2C(C)C)CCCCC1, predict the reaction product. (5) Given the reactants [OH:1][C:2]1[N:6]([C:7]2[CH:12]=[C:11]([C:13]#[N:14])[CH:10]=[CH:9][N:8]=2)[N:5]=[CH:4][CH:3]=1.[F:15][C:16]1([F:22])[CH2:19][CH:18]([CH2:20]O)[CH2:17]1, predict the reaction product. The product is: [F:15][C:16]1([F:22])[CH2:19][CH:18]([CH2:20][O:1][C:2]2[N:6]([C:7]3[CH:12]=[C:11]([C:13]#[N:14])[CH:10]=[CH:9][N:8]=3)[N:5]=[CH:4][CH:3]=2)[CH2:17]1. (6) Given the reactants C([Sn](CCCC)(CCCC)[C:6]1[CH:11]=[CH:10][CH:9]=[CH:8][N:7]=1)CCC.[F:20][C:21]([F:47])([F:46])[C:22]1[CH:23]=[C:24]([NH:32][C:33](=[O:45])[C:34]2[CH:39]=[C:38](I)[CH:37]=[CH:36][C:35]=2[O:41][CH2:42][O:43][CH3:44])[CH:25]=[C:26]([C:28]([F:31])([F:30])[F:29])[CH:27]=1.O, predict the reaction product. The product is: [F:20][C:21]([F:46])([F:47])[C:22]1[CH:23]=[C:24]([NH:32][C:33](=[O:45])[C:34]2[CH:39]=[C:38]([C:6]3[CH:11]=[CH:10][CH:9]=[CH:8][N:7]=3)[CH:37]=[CH:36][C:35]=2[O:41][CH2:42][O:43][CH3:44])[CH:25]=[C:26]([C:28]([F:30])([F:31])[F:29])[CH:27]=1. (7) Given the reactants CO[C:3](=[O:22])[C:4]1[CH:9]=[CH:8][C:7]([O:10][CH2:11][C:12]2[C:13]([CH2:18][CH2:19][CH2:20][CH3:21])=[N:14][O:15][C:16]=2[CH3:17])=[N:6][CH:5]=1.[CH:23]1([NH2:26])[CH2:25][CH2:24]1, predict the reaction product. The product is: [CH2:18]([C:13]1[C:12]([CH2:11][O:10][C:7]2[CH:8]=[CH:9][C:4]([C:3]([NH:26][CH:23]3[CH2:25][CH2:24]3)=[O:22])=[CH:5][N:6]=2)=[C:16]([CH3:17])[O:15][N:14]=1)[CH2:19][CH2:20][CH3:21]. (8) Given the reactants C1(P(C2C=CC=CC=2)C2C=CC=CC=2)C=CC=CC=1.C1CCN(C(N=NC(N2CCCCC2)=O)=O)CC1.[N:38]1[CH:43]=[CH:42][CH:41]=[C:40]([C:44]2[CH:49]=[CH:48][C:47]([C:50]([C:54]3[CH:59]=[CH:58][C:57]([C:60]4[CH:61]=[N:62][CH:63]=[CH:64][CH:65]=4)=[CH:56][CH:55]=3)=[CH:51][CH2:52]O)=[CH:46][CH:45]=2)[CH:39]=1.[CH2:66]([O:68][C:69](=[O:83])[CH2:70][O:71][C:72]1[CH:77]=[CH:76][C:75]([SH:78])=[CH:74][C:73]=1[C:79]([F:82])([F:81])[F:80])[CH3:67], predict the reaction product. The product is: [CH2:66]([O:68][C:69](=[O:83])[CH2:70][O:71][C:72]1[CH:77]=[CH:76][C:75]([S:78][CH2:52][CH:51]=[C:50]([C:54]2[CH:59]=[CH:58][C:57]([C:60]3[CH:61]=[N:62][CH:63]=[CH:64][CH:65]=3)=[CH:56][CH:55]=2)[C:47]2[CH:46]=[CH:45][C:44]([C:40]3[CH:39]=[N:38][CH:43]=[CH:42][CH:41]=3)=[CH:49][CH:48]=2)=[CH:74][C:73]=1[C:79]([F:80])([F:81])[F:82])[CH3:67]. (9) Given the reactants Cl.[NH2:2][CH2:3][C:4]1[CH:12]=[CH:11][CH:10]=[C:9]2[C:5]=1[C:6](=[O:22])[N:7]([CH:14]1[CH2:19][CH2:18][C:17](=[O:20])[NH:16][C:15]1=[O:21])[C:8]2=[O:13].[F:23][C:24]1[C:32]([C:33]([F:36])([F:35])[F:34])=[CH:31][CH:30]=[CH:29][C:25]=1[C:26](Cl)=[O:27].C(N(C(C)C)CC)(C)C, predict the reaction product. The product is: [O:21]=[C:15]1[CH:14]([N:7]2[C:6](=[O:22])[C:5]3[C:9](=[CH:10][CH:11]=[CH:12][C:4]=3[CH2:3][NH:2][C:26](=[O:27])[C:25]3[CH:29]=[CH:30][CH:31]=[C:32]([C:33]([F:34])([F:35])[F:36])[C:24]=3[F:23])[C:8]2=[O:13])[CH2:19][CH2:18][C:17](=[O:20])[NH:16]1. (10) Given the reactants [C:1]([O:5][C:6]([NH:8][C:9]1[CH:10]=[C:11]2[N:17]([C:18](=[O:30])[C:19]3[C:24]([C:25]([F:28])([F:27])[F:26])=[CH:23][CH:22]=[CH:21][C:20]=3[Cl:29])[N:16]=[C:15]([C:31]3[CH:40]=[CH:39][C:34]([C:35]([O:37]C)=[O:36])=[CH:33][C:32]=3[F:41])[C:12]2=[N:13][CH:14]=1)=[O:7])([CH3:4])([CH3:3])[CH3:2].O[Li].O.Cl, predict the reaction product. The product is: [C:1]([O:5][C:6]([NH:8][C:9]1[CH:10]=[C:11]2[N:17]([C:18](=[O:30])[C:19]3[C:24]([C:25]([F:28])([F:27])[F:26])=[CH:23][CH:22]=[CH:21][C:20]=3[Cl:29])[N:16]=[C:15]([C:31]3[CH:40]=[CH:39][C:34]([C:35]([OH:37])=[O:36])=[CH:33][C:32]=3[F:41])[C:12]2=[N:13][CH:14]=1)=[O:7])([CH3:4])([CH3:2])[CH3:3].